From a dataset of Peptide-MHC class I binding affinity with 185,985 pairs from IEDB/IMGT. Regression. Given a peptide amino acid sequence and an MHC pseudo amino acid sequence, predict their binding affinity value. This is MHC class I binding data. (1) The peptide sequence is SVKGRFTI. The MHC is HLA-A02:01 with pseudo-sequence HLA-A02:01. The binding affinity (normalized) is 0.104. (2) The peptide sequence is YDFVLVGPC. The MHC is HLA-B18:01 with pseudo-sequence HLA-B18:01. The binding affinity (normalized) is 0.0677. (3) The peptide sequence is NHIYDRYGDTI. The MHC is Mamu-A07 with pseudo-sequence Mamu-A07. The binding affinity (normalized) is 0.650.